This data is from Peptide-MHC class I binding affinity with 185,985 pairs from IEDB/IMGT. The task is: Regression. Given a peptide amino acid sequence and an MHC pseudo amino acid sequence, predict their binding affinity value. This is MHC class I binding data. The peptide sequence is IIPFIAYFV. The MHC is H-2-Kb with pseudo-sequence H-2-Kb. The binding affinity (normalized) is 0.198.